Predict the product of the given reaction. From a dataset of Forward reaction prediction with 1.9M reactions from USPTO patents (1976-2016). Given the reactants [F:1][CH:2]([F:5])[CH2:3][OH:4].[H-].[Na+].Cl[CH2:9][C:10]1[O:14][N:13]=[C:12]([C:15]2[CH:16]=[CH:17][C:18]([CH3:33])=[C:19]([NH:21][C:22]([C:24]3[N:28]4[CH:29]=[CH:30][CH:31]=[CH:32][C:27]4=[N:26][CH:25]=3)=[O:23])[CH:20]=2)[N:11]=1, predict the reaction product. The product is: [F:1][CH:2]([F:5])[CH2:3][O:4][CH2:9][C:10]1[O:14][N:13]=[C:12]([C:15]2[CH:16]=[CH:17][C:18]([CH3:33])=[C:19]([NH:21][C:22]([C:24]3[N:28]4[CH:29]=[CH:30][CH:31]=[CH:32][C:27]4=[N:26][CH:25]=3)=[O:23])[CH:20]=2)[N:11]=1.